From a dataset of Forward reaction prediction with 1.9M reactions from USPTO patents (1976-2016). Predict the product of the given reaction. (1) Given the reactants [N:1]([CH:4]([C:26]1[CH:31]=[CH:30][CH:29]=[CH:28][CH:27]=1)[C:5]1[CH:6]=[C:7]([CH:22]=[C:23]([Br:25])[CH:24]=1)[O:8][CH2:9][CH2:10][CH2:11][CH2:12][CH2:13][CH2:14][CH2:15][CH2:16][CH:17]1[O:21][CH2:20][CH2:19][O:18]1)=[N+]=[N-].C1(P(C2C=CC=CC=2)C2C=CC=CC=2)C=CC=CC=1, predict the reaction product. The product is: [O:18]1[CH2:19][CH2:20][O:21][CH:17]1[CH2:16][CH2:15][CH2:14][CH2:13][CH2:12][CH2:11][CH2:10][CH2:9][O:8][C:7]1[CH:6]=[C:5]([CH:4]([C:26]2[CH:27]=[CH:28][CH:29]=[CH:30][CH:31]=2)[NH2:1])[CH:24]=[C:23]([Br:25])[CH:22]=1. (2) Given the reactants [C:1]([C:3]1[CH:8]=[CH:7][C:6]([C:9]2[O:10][C@H:11]([CH3:18])[C@H:12]([C:14]([O:16]C)=[O:15])[N:13]=2)=[C:5]([OH:19])[CH:4]=1)#[CH:2].[OH-].[Na+], predict the reaction product. The product is: [C:1]([C:3]1[CH:8]=[CH:7][C:6]([C:9]2[O:10][C@@H:11]([CH3:18])[C@H:12]([C:14]([O-:16])=[O:15])[N:13]=2)=[C:5]([OH:19])[CH:4]=1)#[CH:2].[CH2:9]([NH3+:13])[CH3:6]. (3) The product is: [CH3:30][O:31][C:32](=[O:46])[CH2:33][CH2:34][CH2:35][CH2:36][CH2:37][C@H:38]([O:42][CH2:43][CH:44]=[CH2:45])[C:39](=[O:41])[NH:69][C:64]1[CH:65]=[CH:66][CH:67]=[CH:68][C:63]=1[NH:62][C:60]([C:59]1[C:58]2[C:53](=[CH:54][CH:55]=[CH:56][CH:57]=2)[N:52]([S:70]([C:73]2[CH:78]=[CH:77][C:76]([CH3:79])=[CH:75][CH:74]=2)(=[O:72])=[O:71])[C:51]=1[CH2:48][CH:49]=[CH2:50])=[O:61]. Given the reactants CCOP(ON1N=NC2C=CC=CC=2C1=O)(OCC)=O.CCN(C(C)C)C(C)C.[CH3:30][O:31][C:32](=[O:46])[CH2:33][CH2:34][CH2:35][CH2:36][CH2:37][C@H:38]([O:42][CH2:43][CH:44]=[CH2:45])[C:39]([OH:41])=O.[Cl-].[CH2:48]([C:51]1[N:52]([S:70]([C:73]2[CH:78]=[CH:77][C:76]([CH3:79])=[CH:75][CH:74]=2)(=[O:72])=[O:71])[C:53]2[C:58]([C:59]=1[C:60]([NH:62][C:63]1[CH:68]=[CH:67][CH:66]=[CH:65][C:64]=1[NH3+:69])=[O:61])=[CH:57][CH:56]=[CH:55][CH:54]=2)[CH:49]=[CH2:50], predict the reaction product. (4) The product is: [NH2:14][CH2:13][C:12]1[CH:11]=[CH:10][N:9]=[C:8]2[N:4]([C:1](=[O:3])[CH3:2])[CH:5]=[CH:6][C:7]=12. Given the reactants [C:1]([N:4]1[C:8]2[N:9]=[CH:10][CH:11]=[C:12]([C:13]#[N:14])[C:7]=2[CH:6]=[CH:5]1)(=[O:3])[CH3:2].CCN(CC)CC, predict the reaction product. (5) Given the reactants [OH:1][C:2]1[CH:3]=[CH:4][C:5]2[O:10][CH2:9][C@H:8]([CH2:11][OH:12])[O:7][C:6]=2[CH:13]=1.[H-].[Na+].[Cl:16][C:17]([CH2:19]Cl)=[CH2:18], predict the reaction product. The product is: [Cl:16][C:17](=[CH2:18])[CH2:19][O:1][C:2]1[CH:3]=[CH:4][C:5]2[O:10][CH2:9][CH:8]([CH2:11][OH:12])[O:7][C:6]=2[CH:13]=1. (6) Given the reactants [NH2:1][C@@H:2]([C:10]([OH:12])=[O:11])[CH2:3][C:4]1[CH:9]=[CH:8][CH:7]=[CH:6][CH:5]=1.S(Cl)([Cl:15])=O.[CH3:17]O, predict the reaction product. The product is: [ClH:15].[CH3:17][O:11][C:10](=[O:12])[C@@H:2]([CH2:3][C:4]1[CH:9]=[CH:8][CH:7]=[CH:6][CH:5]=1)[NH2:1]. (7) Given the reactants Br[C:2]1[CH:3]=[C:4]([O:11][CH3:12])[C:5]2[O:9][CH2:8][O:7][C:6]=2[CH:10]=1.[Cl-].[Li+].C([Mg+])(C)C.[Cl-].C(O[B:24]1[O:28][C:27]([CH3:30])([CH3:29])[C:26]([CH3:32])([CH3:31])[O:25]1)(C)C.[NH4+].[Cl-].Cl, predict the reaction product. The product is: [CH3:12][O:11][C:4]1[C:5]2[O:9][CH2:8][O:7][C:6]=2[CH:10]=[C:2]([B:24]2[O:28][C:27]([CH3:30])([CH3:29])[C:26]([CH3:32])([CH3:31])[O:25]2)[CH:3]=1. (8) Given the reactants [CH3:1][C:2]1[CH:17]=[CH:16][C:5]2[N:6]=[C:7]([C:10]3[CH:15]=[CH:14][CH:13]=[CH:12][CH:11]=3)[CH2:8][O:9][C:4]=2[CH:3]=1.FC(F)(F)C(O)=O.[N:25](OCCCC)=[O:26], predict the reaction product. The product is: [CH3:1][C:2]1[CH:17]=[CH:16][C:5]2[N:6]([N:25]=[O:26])[CH:7]([C:10]3[CH:15]=[CH:14][CH:13]=[CH:12][CH:11]=3)[CH2:8][O:9][C:4]=2[CH:3]=1.